Predict the product of the given reaction. From a dataset of Forward reaction prediction with 1.9M reactions from USPTO patents (1976-2016). (1) Given the reactants [NH:1]([C:9]([O:11][C:12]([CH3:15])([CH3:14])[CH3:13])=[O:10])[C@H:2]([C:6]([OH:8])=O)[CH:3]([CH3:5])[CH3:4].[NH2:16][CH2:17][C:18]([O:20][CH2:21][C:22]1[CH:27]=[CH:26][CH:25]=[CH:24][CH:23]=1)=[O:19].Cl.C(N(CC)CC)C.C1C=CC2N(O)N=NC=2C=1.CCN=C=NCCCN(C)C.Cl, predict the reaction product. The product is: [NH:1]([C:9]([O:11][C:12]([CH3:15])([CH3:14])[CH3:13])=[O:10])[C@H:2]([C:6]([NH:16][CH2:17][C:18]([O:20][CH2:21][C:22]1[CH:27]=[CH:26][CH:25]=[CH:24][CH:23]=1)=[O:19])=[O:8])[CH:3]([CH3:4])[CH3:5]. (2) Given the reactants [CH2:1]([C:5]1[C:6]([C:13]2[O:17][N:16]=[C:15]([C:18]3[CH:35]=[CH:34][C:21]([CH2:22][N:23]4[CH2:26][CH:25]([C:27]([O:29]C(C)(C)C)=[O:28])[CH2:24]4)=[CH:20][CH:19]=3)[N:14]=2)=[N:7][O:8][C:9]=1[CH2:10][CH2:11][CH3:12])[CH:2]([CH3:4])[CH3:3].[C:36]([OH:42])([C:38]([F:41])([F:40])[F:39])=[O:37], predict the reaction product. The product is: [CH2:1]([C:5]1[C:6]([C:13]2[O:17][N:16]=[C:15]([C:18]3[CH:19]=[CH:20][C:21]([CH2:22][N:23]4[CH2:26][CH:25]([C:27]([OH:29])=[O:28])[CH2:24]4)=[CH:34][CH:35]=3)[N:14]=2)=[N:7][O:8][C:9]=1[CH2:10][CH2:11][CH3:12])[CH:2]([CH3:4])[CH3:3].[C:36]([OH:42])([C:38]([F:41])([F:40])[F:39])=[O:37]. (3) Given the reactants [C:1]([O:5][C:6]([C:8]([S:11][C:12]1[S:13][CH:14]=[C:15]([C:17]([OH:19])=O)[N:16]=1)([CH3:10])[CH3:9])=[O:7])([CH3:4])([CH3:3])[CH3:2].Cl.C(N=C=NCCCN(C)C)C.ON1C2C=CC=CC=2N=N1.Cl.[CH3:43][NH:44][O:45][CH3:46].C(=O)([O-])[O-].[K+].[K+], predict the reaction product. The product is: [C:1]([O:5][C:6](=[O:7])[C:8]([S:11][C:12]1[S:13][CH:14]=[C:15]([C:17]([N:44]([O:45][CH3:46])[CH3:43])=[O:19])[N:16]=1)([CH3:9])[CH3:10])([CH3:2])([CH3:3])[CH3:4]. (4) Given the reactants [CH2:1]([C:3]1[N:13]([CH2:14][C:15]2[CH:22]=[CH:21][C:18]([CH2:19]O)=[CH:17][CH:16]=2)[C:6]2=[N:7][C:8]([CH3:12])=[CH:9][C:10]([CH3:11])=[C:5]2[N:4]=1)[CH3:2].C(N(CC)CC)C.CS(Cl)(=O)=O.[NH2:35][C:36]1[CH:41]=[CH:40][CH:39]=[CH:38][CH:37]=1, predict the reaction product. The product is: [CH2:1]([C:3]1[N:13]([CH2:14][C:15]2[CH:22]=[CH:21][C:18]([CH2:19][NH:35][C:36]3[CH:41]=[CH:40][CH:39]=[CH:38][CH:37]=3)=[CH:17][CH:16]=2)[C:6]2=[N:7][C:8]([CH3:12])=[CH:9][C:10]([CH3:11])=[C:5]2[N:4]=1)[CH3:2].